From a dataset of Forward reaction prediction with 1.9M reactions from USPTO patents (1976-2016). Predict the product of the given reaction. Given the reactants [NH:1]1[C:11]2[C:6](=[CH:7][CH:8]=[CH:9][CH:10]=2)[C:4](=[O:5])[C:2]1=[O:3].C(=O)([O-])[O-].[Cs+].[Cs+].[CH2:18](Br)[C:19]#[CH:20], predict the reaction product. The product is: [CH2:20]([N:1]1[C:11]2[C:6](=[CH:7][CH:8]=[CH:9][CH:10]=2)[C:4](=[O:5])[C:2]1=[O:3])[C:19]#[CH:18].